Dataset: Forward reaction prediction with 1.9M reactions from USPTO patents (1976-2016). Task: Predict the product of the given reaction. Given the reactants [O:1]=[C:2]1[C:10]2[C:5](=[CH:6][C:7]([O:11][C:12]3[CH:17]=[CH:16][CH:15]=[CH:14][C:13]=3[CH3:18])=[CH:8][CH:9]=2)[C:4](=[O:19])[N:3]1[CH2:20][C:21]([OH:23])=[O:22].OS(O)(=O)=O.[CH3:29]O, predict the reaction product. The product is: [O:1]=[C:2]1[C:10]2[C:5](=[CH:6][C:7]([O:11][C:12]3[CH:17]=[CH:16][CH:15]=[CH:14][C:13]=3[CH3:18])=[CH:8][CH:9]=2)[C:4](=[O:19])[N:3]1[CH2:20][C:21]([O:23][CH3:29])=[O:22].